From a dataset of Full USPTO retrosynthesis dataset with 1.9M reactions from patents (1976-2016). Predict the reactants needed to synthesize the given product. (1) Given the product [C:14]1([S:20]([N:3]2[C:7]3=[N:8][CH:9]=[CH:10][CH:11]=[C:6]3[C:5]([CH:12]=[O:13])=[CH:4]2)(=[O:22])=[O:21])[CH:19]=[CH:18][CH:17]=[CH:16][CH:15]=1, predict the reactants needed to synthesize it. The reactants are: [H-].[Na+].[NH:3]1[C:7]2=[N:8][CH:9]=[CH:10][CH:11]=[C:6]2[C:5]([CH:12]=[O:13])=[CH:4]1.[C:14]1([S:20](Cl)(=[O:22])=[O:21])[CH:19]=[CH:18][CH:17]=[CH:16][CH:15]=1. (2) Given the product [OH:1][C@H:2]1[CH2:3][CH2:4][C@H:5]([NH:8][C:9]2[N:18]=[CH:17][C:16]3[C:11](=[C:12]([C:19]4[CH:20]=[CH:21][C:22]([O:25][CH2:33][CH2:34][N:35]([CH3:43])[C:36](=[O:42])[O:37][C:38]([CH3:40])([CH3:39])[CH3:41])=[CH:23][CH:24]=4)[CH:13]=[CH:14][CH:15]=3)[N:10]=2)[CH2:6][CH2:7]1, predict the reactants needed to synthesize it. The reactants are: [OH:1][C@H:2]1[CH2:7][CH2:6][C@H:5]([NH:8][C:9]2[N:18]=[CH:17][C:16]3[C:11](=[C:12]([C:19]4[CH:24]=[CH:23][C:22]([OH:25])=[CH:21][CH:20]=4)[CH:13]=[CH:14][CH:15]=3)[N:10]=2)[CH2:4][CH2:3]1.C([O-])([O-])=O.[Cs+].[Cs+].Cl[CH2:33][CH2:34][N:35]([CH3:43])[C:36](=[O:42])[O:37][C:38]([CH3:41])([CH3:40])[CH3:39].